Dataset: Reaction yield outcomes from USPTO patents with 853,638 reactions. Task: Predict the reaction yield, written as a fraction of the theoretical maximum amount of product (1.0 means a 100% yield; for example, 0.34 means a 34% yield). (1) The product is [N+:26]([C:29]1[CH:30]=[C:31]2[C:32](=[CH:38][CH:39]=1)[C:33](=[O:34])[N:2]([C:3]1([CH2:11][CH2:12][CH2:13][CH2:14][NH:15][C:16](=[O:25])[O:17][CH2:18][C:19]3[CH:20]=[CH:21][CH:22]=[CH:23][CH:24]=3)[CH2:8][CH2:7][C:6](=[O:9])[NH:5][C:4]1=[O:10])[C:36]2=[O:35])([O-:28])=[O:27]. The reactants are Cl.[NH2:2][C:3]1([CH2:11][CH2:12][CH2:13][CH2:14][NH:15][C:16](=[O:25])[O:17][CH2:18][C:19]2[CH:24]=[CH:23][CH:22]=[CH:21][CH:20]=2)[CH2:8][CH2:7][C:6](=[O:9])[NH:5][C:4]1=[O:10].[N+:26]([C:29]1[CH:30]=[C:31]2[C:36](=O)[O:35][C:33](=[O:34])[C:32]2=[CH:38][CH:39]=1)([O-:28])=[O:27].C([O-])(=O)C.[Na+]. The catalyst is C(O)(=O)C. The yield is 0.870. (2) The reactants are C(O[C:4]([C:6]1[N:7]=[N:8][C:9]([O:12][CH2:13][C:14]2[C:15]([C:20]3[CH:25]=[CH:24][CH:23]=[C:22]([F:26])[CH:21]=3)=[N:16][O:17][C:18]=2[CH3:19])=[CH:10][CH:11]=1)=[O:5])C.[CH:27]1([NH2:30])[CH2:29][CH2:28]1. No catalyst specified. The product is [CH:27]1([NH:30][C:4]([C:6]2[N:7]=[N:8][C:9]([O:12][CH2:13][C:14]3[C:15]([C:20]4[CH:25]=[CH:24][CH:23]=[C:22]([F:26])[CH:21]=4)=[N:16][O:17][C:18]=3[CH3:19])=[CH:10][CH:11]=2)=[O:5])[CH2:29][CH2:28]1. The yield is 0.830. (3) The reactants are [CH:1]1[C:6]([N+:7]([O-:9])=[O:8])=[CH:5][CH:4]=[C:3]([Cl-]C([O-])=O)[CH:2]=1.[C:14]([O-:17])([O-])=[O:15].[Na+].[Na+].Cl.[CH3:21][NH2:22]. The catalyst is C(Cl)Cl. The product is [CH3:21][NH:22][C:14](=[O:15])[O:17][C:3]1[CH:2]=[CH:1][C:6]([N+:7]([O-:9])=[O:8])=[CH:5][CH:4]=1. The yield is 0.680. (4) The reactants are OB(O)[C:3]1[CH:11]=[CH:10][C:6]([C:7]([OH:9])=[O:8])=[CH:5][CH:4]=1.[C:13]([N:16]1[C:25]2[C:20](=[CH:21][C:22](Br)=[CH:23][CH:24]=2)[C@H:19]([NH:27][C:28]2[CH:33]=[CH:32][CH:31]=[CH:30][CH:29]=2)[CH2:18][C@@H:17]1[CH2:34][CH3:35])(=[O:15])[CH3:14].C(=O)([O-])[O-].[K+].[K+]. The product is [C:13]([N:16]1[C:25]2[C:20](=[CH:21][C:22]([C:3]3[CH:11]=[CH:10][C:6]([C:7]([OH:9])=[O:8])=[CH:5][CH:4]=3)=[CH:23][CH:24]=2)[C@H:19]([NH:27][C:28]2[CH:33]=[CH:32][CH:31]=[CH:30][CH:29]=2)[CH2:18][C@@H:17]1[CH2:34][CH3:35])(=[O:15])[CH3:14]. The yield is 0.450. The catalyst is O1CCOCC1.O.C1C=CC([P]([Pd]([P](C2C=CC=CC=2)(C2C=CC=CC=2)C2C=CC=CC=2)([P](C2C=CC=CC=2)(C2C=CC=CC=2)C2C=CC=CC=2)[P](C2C=CC=CC=2)(C2C=CC=CC=2)C2C=CC=CC=2)(C2C=CC=CC=2)C2C=CC=CC=2)=CC=1.